Dataset: Full USPTO retrosynthesis dataset with 1.9M reactions from patents (1976-2016). Task: Predict the reactants needed to synthesize the given product. (1) Given the product [Br:17][C:5]1[CH:4]=[C:3]([C:2]([F:1])([F:10])[F:11])[N:8]=[N:7][C:6]=1[NH2:9], predict the reactants needed to synthesize it. The reactants are: [F:1][C:2]([F:11])([F:10])[C:3]1[N:8]=[N:7][C:6]([NH2:9])=[CH:5][CH:4]=1.C(=O)([O-])O.[Na+].[Br:17]Br. (2) Given the product [Cl:16][C:13]1[CH:14]=[CH:15][C:10](/[CH:9]=[CH:8]/[C:5]2[O:6][CH:7]=[C:3]([CH2:2][O:37][C:34]3[CH:33]=[CH:32][C:31]([CH2:30][CH2:29][CH2:28][CH2:27][N:23]4[CH:24]=[CH:25][N:26]=[C:22]4[CH2:21][S:18]([CH3:17])(=[O:20])=[O:19])=[CH:36][CH:35]=3)[N:4]=2)=[CH:11][CH:12]=1, predict the reactants needed to synthesize it. The reactants are: Cl[CH2:2][C:3]1[N:4]=[C:5](/[CH:8]=[CH:9]/[C:10]2[CH:15]=[CH:14][C:13]([Cl:16])=[CH:12][CH:11]=2)[O:6][CH:7]=1.[CH3:17][S:18]([CH2:21][C:22]1[N:23]([CH2:27][CH2:28][CH2:29][CH2:30][C:31]2[CH:36]=[CH:35][C:34]([OH:37])=[CH:33][CH:32]=2)[CH:24]=[CH:25][N:26]=1)(=[O:20])=[O:19].[H-].[Na+]. (3) The reactants are: [CH:1]1([S:4]([NH:7][C:8]([C@@:10]23[CH2:25][C@H:24]2[CH:23]=[CH:22][CH:21]([CH3:26])[CH2:20][CH2:19][CH2:18][C@@H:17]([CH3:27])[C@H:16]([NH:28]C(=O)OC(C)(C)C)[C:15](=[O:36])[N:14]2[CH2:37][C@H:38]([O:40][C:41]4[C:50]5[C:45](=[CH:46][CH:47]=[CH:48][CH:49]=5)[C:44]([O:51][CH3:52])=[CH:43][N:42]=4)[CH2:39][C@H:13]2[C:12](=[O:53])[NH:11]3)=[O:9])(=[O:6])=[O:5])[CH2:3][CH2:2]1.[ClH:54]. Given the product [ClH:54].[NH2:28][C@@H:16]1[C:15](=[O:36])[N:14]2[CH2:37][C@H:38]([O:40][C:41]3[C:50]4[C:45](=[CH:46][CH:47]=[CH:48][CH:49]=4)[C:44]([O:51][CH3:52])=[CH:43][N:42]=3)[CH2:39][C@H:13]2[C:12](=[O:53])[NH:11][C@:10]2([C:8]([NH:7][S:4]([CH:1]3[CH2:3][CH2:2]3)(=[O:5])=[O:6])=[O:9])[CH2:25][C@H:24]2[CH:23]=[CH:22][CH:21]([CH3:26])[CH2:20][CH2:19][CH2:18][C@H:17]1[CH3:27], predict the reactants needed to synthesize it. (4) Given the product [C:36]([Si:23]([C:30]1[CH:31]=[CH:32][CH:33]=[CH:34][CH:35]=1)([C:24]1[CH:29]=[CH:28][CH:27]=[CH:26][CH:25]=1)[O:22][CH2:21][CH2:20][C:17]1[CH:18]=[CH:19][C:14]([C:11]2[S:12][CH:13]=[C:9]([C:7](=[O:8])[CH3:1])[N:10]=2)=[N:15][CH:16]=1)([CH3:37])([CH3:38])[CH3:39], predict the reactants needed to synthesize it. The reactants are: [CH3:1][Mg]Br.CON(C)[C:7]([C:9]1[N:10]=[C:11]([C:14]2[CH:19]=[CH:18][C:17]([CH2:20][CH2:21][O:22][Si:23]([C:36]([CH3:39])([CH3:38])[CH3:37])([C:30]3[CH:35]=[CH:34][CH:33]=[CH:32][CH:31]=3)[C:24]3[CH:29]=[CH:28][CH:27]=[CH:26][CH:25]=3)=[CH:16][N:15]=2)[S:12][CH:13]=1)=[O:8]. (5) Given the product [Br:1][C:2]1[CH:15]=[C:14]2[C:5]([O:6][C@@:7]3([CH3:21])[C@H:12]([C:13]2=[CH2:22])[CH2:11][C:10]2([O:20][CH2:19][CH2:18][O:17]2)[CH2:9][CH2:8]3)=[CH:4][CH:3]=1.[Br:1][C:2]1[CH:15]=[C:14]2[C:5]([O:6][C@@:7]3([CH3:21])[C@@H:12]([C:13]2=[CH2:22])[CH2:11][C:10]2([O:20][CH2:19][CH2:18][O:17]2)[CH2:9][CH2:8]3)=[CH:4][CH:3]=1, predict the reactants needed to synthesize it. The reactants are: [Br:1][C:2]1[CH:15]=[C:14]2[C:5]([O:6][C:7]3([CH3:21])[CH:12]([C:13]2=O)[CH2:11][C:10]2([O:20][CH2:19][CH2:18][O:17]2)[CH2:9][CH2:8]3)=[CH:4][CH:3]=1.[C@H:22](O)(C([O-])=O)[C@@H](O)C([O-])=O.[Na+].[K+]. (6) Given the product [F:24][C:11]1[CH:10]=[C:9]([C:6]2[CH:5]=[CH:4][N:3]=[C:2]3[NH:1][C:31]([C:30]4[CH:33]=[CH:34][CH:35]=[C:28]([N+:25]([O-:27])=[O:26])[CH:29]=4)=[N:8][C:7]=23)[CH:14]=[CH:13][C:12]=1[CH2:15][NH:16][C:17](=[O:23])[O:18][C:19]([CH3:20])([CH3:21])[CH3:22], predict the reactants needed to synthesize it. The reactants are: [NH2:1][C:2]1[C:7]([NH2:8])=[C:6]([C:9]2[CH:14]=[CH:13][C:12]([CH2:15][NH:16][C:17](=[O:23])[O:18][C:19]([CH3:22])([CH3:21])[CH3:20])=[C:11]([F:24])[CH:10]=2)[CH:5]=[CH:4][N:3]=1.[N+:25]([C:28]1[CH:29]=[C:30]([CH:33]=[CH:34][CH:35]=1)[CH:31]=O)([O-:27])=[O:26].